This data is from Full USPTO retrosynthesis dataset with 1.9M reactions from patents (1976-2016). The task is: Predict the reactants needed to synthesize the given product. (1) Given the product [Cl:34][CH2:35][C:36]([NH:1][C:2]1[CH:3]=[CH:4][C:5]([C:8]2[CH:13]=[CH:12][C:11]([CH:14]([CH3:25])[C:15]([O:17][CH2:18][C:19]3[CH:20]=[CH:21][CH:22]=[CH:23][CH:24]=3)=[O:16])=[CH:10][C:9]=2[F:26])=[CH:6][CH:7]=1)=[O:37], predict the reactants needed to synthesize it. The reactants are: [NH2:1][C:2]1[CH:7]=[CH:6][C:5]([C:8]2[CH:13]=[CH:12][C:11]([CH:14]([CH3:25])[C:15]([O:17][CH2:18][C:19]3[CH:24]=[CH:23][CH:22]=[CH:21][CH:20]=3)=[O:16])=[CH:10][C:9]=2[F:26])=[CH:4][CH:3]=1.C(N(CC)CC)C.[Cl:34][CH2:35][C:36](Cl)=[O:37]. (2) Given the product [CH2:22]([O:21][C:19]([N:15]1[CH2:16][CH2:17][CH:12]([CH2:11][OH:10])[CH2:13][CH2:14]1)=[O:20])[C:23]1[CH:28]=[CH:27][CH:26]=[CH:25][CH:24]=1, predict the reactants needed to synthesize it. The reactants are: CCN(C(C)C)C(C)C.[OH:10][CH2:11][CH:12]1[CH2:17][CH2:16][NH:15][CH2:14][CH2:13]1.Cl[C:19]([O:21][CH2:22][C:23]1[CH:28]=[CH:27][CH:26]=[CH:25][CH:24]=1)=[O:20]. (3) Given the product [CH3:43][C@@H:42]1[CH2:41][CH2:40][CH2:39][N:38]([C:44](=[O:45])[C:46]2[CH:51]=[C:50]([CH3:52])[CH:49]=[CH:48][C:47]=2[N:53]2[CH:57]=[N:56][C:55]([CH3:58])=[N:54]2)[C@@H:37]1[CH2:36][NH:35][C:60]1[CH:67]=[CH:66][C:63]([C:64]#[N:65])=[CH:62][N:61]=1, predict the reactants needed to synthesize it. The reactants are: C[C@@H]1CCCN(C(C2C=C(C)C=CC=2C2C=NN(C)C=2)=O)[C@@H]1CNC1C=CC(C(F)(F)F)=CN=1.[NH2:35][CH2:36][C@@H:37]1[C@H:42]([CH3:43])[CH2:41][CH2:40][CH2:39][N:38]1[C:44]([C:46]1[CH:51]=[C:50]([CH3:52])[CH:49]=[CH:48][C:47]=1[N:53]1[CH:57]=[N:56][C:55]([CH3:58])=[N:54]1)=[O:45].Cl[C:60]1[CH:67]=[CH:66][C:63]([C:64]#[N:65])=[CH:62][N:61]=1.